This data is from Reaction yield outcomes from USPTO patents with 853,638 reactions. The task is: Predict the reaction yield, written as a fraction of the theoretical maximum amount of product (1.0 means a 100% yield; for example, 0.34 means a 34% yield). (1) The reactants are [F:1][C:2]1([F:30])[CH2:7][CH2:6][N:5]([C:8]([C:10]2[NH:11][C:12]3[C:17]([CH:18]=2)=[CH:16][C:15]([C:19]([N:21]2[CH2:26][CH2:25][CH:24]([N:27]([CH3:29])[CH3:28])[CH2:23][CH2:22]2)=[O:20])=[CH:14][CH:13]=3)=[O:9])[CH2:4][CH2:3]1.[C:31]([C:33]1[CH:38]=[CH:37][C:36](B(O)O)=[CH:35][CH:34]=1)#[N:32].N1C=CC=CC=1. The catalyst is ClCCl.C([O-])(=O)C.[Cu+2].C([O-])(=O)C. The product is [F:30][C:2]1([F:1])[CH2:7][CH2:6][N:5]([C:8]([C:10]2[N:11]([C:36]3[CH:37]=[CH:38][C:33]([C:31]#[N:32])=[CH:34][CH:35]=3)[C:12]3[C:17]([CH:18]=2)=[CH:16][C:15]([C:19]([N:21]2[CH2:26][CH2:25][CH:24]([N:27]([CH3:28])[CH3:29])[CH2:23][CH2:22]2)=[O:20])=[CH:14][CH:13]=3)=[O:9])[CH2:4][CH2:3]1. The yield is 0.220. (2) The reactants are [O:1]1[CH2:6][CH2:5][CH2:4][CH2:3][CH:2]1[N:7]1[C:11]2=[N:12][CH:13]=[C:14](B3OC(C)(C)C(C)(C)O3)[CH:15]=[C:10]2[C:9]([CH:25]=[O:26])=[N:8]1.Br[C:28]1[CH:29]=[C:30]([NH:34][C:35](=[O:40])[CH2:36][CH2:37][CH2:38][CH3:39])[CH:31]=[N:32][CH:33]=1.C([O-])([O-])=O.[Na+].[Na+].COCCOC. The catalyst is O.C1C=CC(P(C2C=CC=CC=2)[C-]2C=CC=C2)=CC=1.C1C=CC(P(C2C=CC=CC=2)[C-]2C=CC=C2)=CC=1.Cl[Pd]Cl.[Fe+2]. The product is [CH:25]([C:9]1[C:10]2[C:11](=[N:12][CH:13]=[C:14]([C:28]3[CH:29]=[C:30]([NH:34][C:35](=[O:40])[CH2:36][CH2:37][CH2:38][CH3:39])[CH:31]=[N:32][CH:33]=3)[CH:15]=2)[N:7]([CH:2]2[CH2:3][CH2:4][CH2:5][CH2:6][O:1]2)[N:8]=1)=[O:26]. The yield is 0.841. (3) The reactants are [C:1](=[O:17])([O:12][C:13]([CH3:16])([CH3:15])[CH3:14])[O:2][C:3]1[CH:8]=[CH:7][C:6](Br)=[CH:5][C:4]=1[C:10]#[N:11].[CH:18]1(B(O)O)[CH2:20][CH2:19]1.C1(P(C2CCCCC2)C2CCCCC2)CCCCC1.[O-]P([O-])([O-])=O.[K+].[K+].[K+]. The catalyst is C1(C)C=CC=CC=1.O.CC([O-])=O.CC([O-])=O.[Pd+2]. The product is [C:1](=[O:17])([O:2][C:3]1[CH:8]=[CH:7][C:6]([CH:18]2[CH2:20][CH2:19]2)=[CH:5][C:4]=1[C:10]#[N:11])[O:12][C:13]([CH3:16])([CH3:15])[CH3:14]. The yield is 0.560.